From a dataset of NCI-60 drug combinations with 297,098 pairs across 59 cell lines. Regression. Given two drug SMILES strings and cell line genomic features, predict the synergy score measuring deviation from expected non-interaction effect. (1) Drug 1: COC1=CC(=CC(=C1O)OC)C2C3C(COC3=O)C(C4=CC5=C(C=C24)OCO5)OC6C(C(C7C(O6)COC(O7)C8=CC=CS8)O)O. Drug 2: CC1C(C(CC(O1)OC2CC(CC3=C2C(=C4C(=C3O)C(=O)C5=C(C4=O)C(=CC=C5)OC)O)(C(=O)CO)O)N)O.Cl. Cell line: COLO 205. Synergy scores: CSS=68.1, Synergy_ZIP=-7.68, Synergy_Bliss=-10.1, Synergy_Loewe=-7.00, Synergy_HSA=-5.24. (2) Drug 1: C1CC(=O)NC(=O)C1N2CC3=C(C2=O)C=CC=C3N. Drug 2: C#CCC(CC1=CN=C2C(=N1)C(=NC(=N2)N)N)C3=CC=C(C=C3)C(=O)NC(CCC(=O)O)C(=O)O. Cell line: K-562. Synergy scores: CSS=2.13, Synergy_ZIP=-13.0, Synergy_Bliss=-25.0, Synergy_Loewe=-69.1, Synergy_HSA=-24.0. (3) Drug 1: CCC1=CC2CC(C3=C(CN(C2)C1)C4=CC=CC=C4N3)(C5=C(C=C6C(=C5)C78CCN9C7C(C=CC9)(C(C(C8N6C)(C(=O)OC)O)OC(=O)C)CC)OC)C(=O)OC.C(C(C(=O)O)O)(C(=O)O)O. Drug 2: CN(CCCl)CCCl.Cl. Cell line: MDA-MB-435. Synergy scores: CSS=28.3, Synergy_ZIP=-4.93, Synergy_Bliss=-10.9, Synergy_Loewe=-39.6, Synergy_HSA=-13.6. (4) Drug 1: CC1OCC2C(O1)C(C(C(O2)OC3C4COC(=O)C4C(C5=CC6=C(C=C35)OCO6)C7=CC(=C(C(=C7)OC)O)OC)O)O. Drug 2: CC1=C2C(C(=O)C3(C(CC4C(C3C(C(C2(C)C)(CC1OC(=O)C(C(C5=CC=CC=C5)NC(=O)C6=CC=CC=C6)O)O)OC(=O)C7=CC=CC=C7)(CO4)OC(=O)C)O)C)OC(=O)C. Cell line: NCI/ADR-RES. Synergy scores: CSS=0.222, Synergy_ZIP=2.24, Synergy_Bliss=0.356, Synergy_Loewe=-2.05, Synergy_HSA=-2.33. (5) Drug 1: C#CCC(CC1=CN=C2C(=N1)C(=NC(=N2)N)N)C3=CC=C(C=C3)C(=O)NC(CCC(=O)O)C(=O)O. Drug 2: C1=NC2=C(N1)C(=S)N=CN2. Cell line: HL-60(TB). Synergy scores: CSS=33.0, Synergy_ZIP=-3.31, Synergy_Bliss=2.61, Synergy_Loewe=-4.44, Synergy_HSA=0.719. (6) Drug 1: CC1=C2C(C(=O)C3(C(CC4C(C3C(C(C2(C)C)(CC1OC(=O)C(C(C5=CC=CC=C5)NC(=O)OC(C)(C)C)O)O)OC(=O)C6=CC=CC=C6)(CO4)OC(=O)C)OC)C)OC. Drug 2: CCC1(CC2CC(C3=C(CCN(C2)C1)C4=CC=CC=C4N3)(C5=C(C=C6C(=C5)C78CCN9C7C(C=CC9)(C(C(C8N6C=O)(C(=O)OC)O)OC(=O)C)CC)OC)C(=O)OC)O.OS(=O)(=O)O. Cell line: SF-539. Synergy scores: CSS=66.7, Synergy_ZIP=7.06, Synergy_Bliss=6.93, Synergy_Loewe=3.79, Synergy_HSA=10.6. (7) Drug 1: CC(CN1CC(=O)NC(=O)C1)N2CC(=O)NC(=O)C2. Drug 2: CN1C(=O)N2C=NC(=C2N=N1)C(=O)N. Cell line: OVCAR-4. Synergy scores: CSS=6.64, Synergy_ZIP=-1.24, Synergy_Bliss=1.55, Synergy_Loewe=-2.94, Synergy_HSA=-1.96. (8) Drug 1: COC1=CC(=CC(=C1O)OC)C2C3C(COC3=O)C(C4=CC5=C(C=C24)OCO5)OC6C(C(C7C(O6)COC(O7)C8=CC=CS8)O)O. Drug 2: CCC1(CC2CC(C3=C(CCN(C2)C1)C4=CC=CC=C4N3)(C5=C(C=C6C(=C5)C78CCN9C7C(C=CC9)(C(C(C8N6C=O)(C(=O)OC)O)OC(=O)C)CC)OC)C(=O)OC)O.OS(=O)(=O)O. Cell line: A498. Synergy scores: CSS=37.5, Synergy_ZIP=7.29, Synergy_Bliss=11.4, Synergy_Loewe=8.66, Synergy_HSA=10.1. (9) Drug 2: COCCOC1=C(C=C2C(=C1)C(=NC=N2)NC3=CC=CC(=C3)C#C)OCCOC.Cl. Cell line: OVCAR-4. Synergy scores: CSS=7.41, Synergy_ZIP=-2.00, Synergy_Bliss=1.22, Synergy_Loewe=2.61, Synergy_HSA=2.70. Drug 1: C1CN1C2=NC(=NC(=N2)N3CC3)N4CC4.